Task: Predict the reaction yield, written as a fraction of the theoretical maximum amount of product (1.0 means a 100% yield; for example, 0.34 means a 34% yield).. Dataset: Reaction yield outcomes from USPTO patents with 853,638 reactions The reactants are [CH:1]1([C@@H:6]([CH3:18])[C:7](N2[C@H](C(C)C)COC2=O)=[O:8])[CH2:5][CH2:4][CH2:3][CH2:2]1.[OH:19][Li].O.OO. The catalyst is C1COCC1.O. The product is [CH:1]1([C@@H:6]([CH3:18])[C:7]([OH:8])=[O:19])[CH2:2][CH2:3][CH2:4][CH2:5]1. The yield is 0.890.